Task: Predict which catalyst facilitates the given reaction.. Dataset: Catalyst prediction with 721,799 reactions and 888 catalyst types from USPTO (1) Reactant: [C:1](N1C=CN=C1)(N1C=CN=C1)=[O:2].CO[C:15]1[CH:20]=[CH:19][C:18]([C:21]2[N:26]=[C:25]([C:27](O)=[O:28])[CH:24]=[CH:23][CH:22]=2)=[CH:17][C:16]=1[CH:30]1[C:43]2[C:42](=[O:44])[CH2:41][C:40]([CH3:46])([CH3:45])[CH2:39][C:38]=2[O:37][C:36]2[CH2:35][C:34]([CH3:48])([CH3:47])[CH2:33][C:32](=[O:49])[C:31]1=2.[BH4-].[Na+].[Cl-].[NH4+]. Product: [OH:28][CH2:27][C:25]1[N:26]=[C:21]([C:18]2[C:17]([O:2][CH3:1])=[C:16]([CH:30]3[C:43]4[C:42](=[O:44])[CH2:41][C:40]([CH3:46])([CH3:45])[CH2:39][C:38]=4[O:37][C:36]4[CH2:35][C:34]([CH3:47])([CH3:48])[CH2:33][C:32](=[O:49])[C:31]3=4)[CH:15]=[CH:20][CH:19]=2)[CH:22]=[CH:23][CH:24]=1. The catalyst class is: 20. (2) Reactant: [CH3:1][O:2][C:3](=[O:15])[CH2:4][O:5][C:6]1[CH:11]=[CH:10][CH:9]=[C:8]([N+:12]([O-])=O)[CH:7]=1. Product: [CH3:1][O:2][C:3](=[O:15])[CH2:4][O:5][C:6]1[CH:11]=[CH:10][CH:9]=[C:8]([NH2:12])[CH:7]=1. The catalyst class is: 43. (3) Reactant: [C:1]1(=O)[C:6]2[CH2:7][O:8][CH2:9][C:5]=2[CH:4]=[N:3][NH:2]1.C1C2C=C(N)N=CC=2CO1.S(Cl)([Cl:23])=O. Product: [Cl:23][C:1]1[C:6]2[CH2:7][O:8][CH2:9][C:5]=2[CH:4]=[N:3][N:2]=1. The catalyst class is: 6.